From a dataset of Drug-target binding data from BindingDB using IC50 measurements. Regression. Given a target protein amino acid sequence and a drug SMILES string, predict the binding affinity score between them. We predict pIC50 (pIC50 = -log10(IC50 in M); higher means more potent). Dataset: bindingdb_ic50. The small molecule is COc1cc2c(c(OC)c1OC)C(c1ccc3c(c1)OCO3)CC2. The target protein sequence is CVSASPSTLARLVSRSAMPAGSSTAWNTAFSPMARCQVTKTIGGGDDSFNTFFSETGAGKHVPRAVFVDLEPTVIDEVRTGTYRSSSTLSSSSQAKKMP. The pIC50 is 3.7.